From a dataset of Full USPTO retrosynthesis dataset with 1.9M reactions from patents (1976-2016). Predict the reactants needed to synthesize the given product. (1) Given the product [Cl:2][C:3]1[CH:4]=[CH:5][C:6]2[CH2:12][CH2:11][C:10]3[CH:13]=[CH:14][CH:15]=[CH:16][C:9]=3[N:8]([CH2:17][CH2:18][NH:19][S:36]([C:33]3[CH:32]=[CH:31][C:30]([C:29]([F:28])([F:40])[F:41])=[CH:35][CH:34]=3)(=[O:38])=[O:37])[C:7]=2[CH:20]=1, predict the reactants needed to synthesize it. The reactants are: Cl.[Cl:2][C:3]1[CH:4]=[CH:5][C:6]2[CH2:12][CH2:11][C:10]3[CH:13]=[CH:14][CH:15]=[CH:16][C:9]=3[N:8]([CH2:17][CH2:18][NH2:19])[C:7]=2[CH:20]=1.C(N(CC)CC)C.[F:28][C:29]([F:41])([F:40])[C:30]1[CH:35]=[CH:34][C:33]([S:36](Cl)(=[O:38])=[O:37])=[CH:32][CH:31]=1. (2) Given the product [ClH:36].[NH2:31][C:2](=[NH:1])[C:3]1[CH:4]=[C:5]([CH:28]=[CH:29][CH:30]=1)[C:6]([NH:8][C:9]1[C:10]([NH:16][C:17](=[O:27])[C:18]2[CH:23]=[CH:22][C:21]([CH:24]([CH3:26])[CH3:25])=[CH:20][CH:19]=2)=[CH:11][C:12]([OH:15])=[CH:13][CH:14]=1)=[O:7], predict the reactants needed to synthesize it. The reactants are: [NH2:1][C:2](=[N:31]O)[C:3]1[CH:4]=[C:5]([CH:28]=[CH:29][CH:30]=1)[C:6]([NH:8][C:9]1[C:10]([NH:16][C:17](=[O:27])[C:18]2[CH:23]=[CH:22][C:21]([CH:24]([CH3:26])[CH3:25])=[CH:20][CH:19]=2)=[CH:11][C:12]([OH:15])=[CH:13][CH:14]=1)=[O:7].CCO.[ClH:36]. (3) Given the product [CH2:35]([NH:42][C:26]([C:25]1[C:24]2[C:19](=[CH:20][CH:21]=[CH:22][CH:23]=2)[N:18]=[C:17]([C:29]2[CH:34]=[CH:33][CH:32]=[CH:31][CH:30]=2)[C:16]=1[CH2:15][N:12]1[CH2:13][CH2:14][CH:9]([N:3]2[CH2:8][CH2:7][CH2:6][CH2:5][CH2:4]2)[CH2:10][CH2:11]1)=[O:27])[C:36]1[CH:41]=[CH:40][CH:39]=[CH:38][CH:37]=1, predict the reactants needed to synthesize it. The reactants are: Cl.Cl.[N:3]1([CH:9]2[CH2:14][CH2:13][N:12]([CH2:15][C:16]3[C:17]([C:29]4[CH:34]=[CH:33][CH:32]=[CH:31][CH:30]=4)=[N:18][C:19]4[C:24]([C:25]=3[C:26](O)=[O:27])=[CH:23][CH:22]=[CH:21][CH:20]=4)[CH2:11][CH2:10]2)[CH2:8][CH2:7][CH2:6][CH2:5][CH2:4]1.[CH2:35]([NH2:42])[C:36]1[CH:41]=[CH:40][CH:39]=[CH:38][CH:37]=1. (4) Given the product [Cl:33][C:18]1[C:19]([NH:21][C@@H:22]2[CH2:27][CH2:26][CH2:25][CH2:24][C@H:23]2[NH:28][S:29]([CH3:32])(=[O:31])=[O:30])=[N:20][C:15]([NH:14][C:4]2[CH:3]=[C:2]3[C:7](=[CH:6][CH:5]=2)[CH:8]2[CH2:12][CH2:13][CH:1]3[CH2:11][N:10]([S:35]([CH3:34])(=[O:37])=[O:36])[CH2:9]2)=[N:16][CH:17]=1, predict the reactants needed to synthesize it. The reactants are: [CH:1]12[CH2:13][CH2:12][CH:8]([CH2:9][NH:10][CH2:11]1)[C:7]1[C:2]2=[CH:3][C:4]([NH:14][C:15]2[N:20]=[C:19]([NH:21][C@@H:22]3[CH2:27][CH2:26][CH2:25][CH2:24][C@H:23]3[NH:28][S:29]([CH3:32])(=[O:31])=[O:30])[C:18]([Cl:33])=[CH:17][N:16]=2)=[CH:5][CH:6]=1.[CH3:34][S:35](Cl)(=[O:37])=[O:36]. (5) Given the product [CH3:28][O:27][C:24]1[CH:25]=[CH:26][C:21]([CH2:20][O:1][C:2]2[C:9]([N+:10]([O-:12])=[O:11])=[CH:8][CH:7]=[CH:6][C:3]=2[CH:4]=[O:5])=[CH:22][CH:23]=1, predict the reactants needed to synthesize it. The reactants are: [OH:1][C:2]1[C:9]([N+:10]([O-:12])=[O:11])=[CH:8][CH:7]=[CH:6][C:3]=1[CH:4]=[O:5].C(=O)([O-])[O-].[K+].[K+].Cl[CH2:20][C:21]1[CH:26]=[CH:25][C:24]([O:27][CH3:28])=[CH:23][CH:22]=1. (6) Given the product [Cl:1][C:2]1[CH:7]=[CH:6][C:5]([N:8]2[C:12]([CH3:13])=[C:11]([C:14]([NH2:21])=[O:16])[CH:10]=[N:9]2)=[CH:4][CH:3]=1, predict the reactants needed to synthesize it. The reactants are: [Cl:1][C:2]1[CH:7]=[CH:6][C:5]([N:8]2[C:12]([CH3:13])=[C:11]([C:14]([OH:16])=O)[CH:10]=[N:9]2)=[CH:4][CH:3]=1.CC1N(C2C=CC(C)=CC=2)[N:21]=CC=1C(O)=O.